This data is from Full USPTO retrosynthesis dataset with 1.9M reactions from patents (1976-2016). The task is: Predict the reactants needed to synthesize the given product. (1) Given the product [CH3:26][O:25][C:22]1[CH:21]=[CH:20][C:19]([CH2:18][N:17]([CH2:43][C:34]2[CH:35]=[CH:36][C:37]3[C:42](=[CH:41][CH:40]=[CH:39][CH:38]=3)[CH:33]=2)[C:15]2[CH:14]=[CH:13][C:12]3[N:8]=[CH:9][NH:10][C:11]=3[CH:16]=2)=[CH:24][CH:23]=1, predict the reactants needed to synthesize it. The reactants are: C([N:8]1[C:12]2[CH:13]=[CH:14][C:15]([NH:17][CH2:18][C:19]3[CH:24]=[CH:23][C:22]([O:25][CH3:26])=[CH:21][CH:20]=3)=[CH:16][C:11]=2[N:10]=[CH:9]1)(OC(C)(C)C)=O.C([O-])([O-])=O.[K+].[K+].[CH:33]1[C:42]2[C:37](=[CH:38][CH:39]=[CH:40][CH:41]=2)[CH:36]=[CH:35][C:34]=1[CH2:43]Br. (2) Given the product [F:16][C:10]1[CH:11]=[CH:12][CH:13]=[C:14]([F:15])[C:9]=1[CH2:8][C:6]1[CH:5]=[C:4]([O:17][CH3:18])[C:3]([O:19][CH3:20])=[C:2]([C:29](=[O:31])[CH3:30])[CH:7]=1, predict the reactants needed to synthesize it. The reactants are: Br[C:2]1[CH:7]=[C:6]([CH2:8][C:9]2[C:14]([F:15])=[CH:13][CH:12]=[CH:11][C:10]=2[F:16])[CH:5]=[C:4]([O:17][CH3:18])[C:3]=1[O:19][CH3:20].[Li]CCCC.CON(C)[C:29](=[O:31])[CH3:30]. (3) Given the product [C:1]([O:5][C:6]([N:8]1[CH2:13][CH2:12][CH:11]([NH:14][C:15]2[CH:20]=[CH:19][CH:18]=[CH:17][C:16]=2[NH2:21])[CH2:10][CH2:9]1)=[O:7])([CH3:4])([CH3:2])[CH3:3], predict the reactants needed to synthesize it. The reactants are: [C:1]([O:5][C:6]([N:8]1[CH2:13][CH2:12][CH:11]([NH:14][C:15]2[CH:20]=[CH:19][CH:18]=[CH:17][C:16]=2[N+:21]([O-])=O)[CH2:10][CH2:9]1)=[O:7])([CH3:4])([CH3:3])[CH3:2]. (4) The reactants are: [C:1]1([C@@H:7]2[CH2:12][CH2:11][C@H:10]([NH2:13])[CH2:9][CH2:8]2)[CH:6]=[CH:5][CH:4]=[CH:3][CH:2]=1.[Cl:14][C:15]1[CH:20]=[CH:19][C:18]([CH2:21][C:22](O)=[O:23])=[CH:17][CH:16]=1. Given the product [Cl:14][C:15]1[CH:20]=[CH:19][C:18]([CH2:21][C:22]([NH:13][C@H:10]2[CH2:9][CH2:8][C@@H:7]([C:1]3[CH:6]=[CH:5][CH:4]=[CH:3][CH:2]=3)[CH2:12][CH2:11]2)=[O:23])=[CH:17][CH:16]=1, predict the reactants needed to synthesize it. (5) Given the product [CH2:14]([CH:15]([NH:18][C:8](=[O:10])[CH:7]=[CH:6][C:5]1[CH:4]=[CH:3][C:2]([OH:1])=[CH:12][CH:11]=1)[CH2:16][CH3:17])[CH3:13], predict the reactants needed to synthesize it. The reactants are: [OH:1][C:2]1[CH:12]=[CH:11][C:5]([CH:6]=[CH:7][C:8]([OH:10])=O)=[CH:4][CH:3]=1.[CH3:13][CH2:14][CH:15]([NH2:18])[CH2:16][CH3:17].